Dataset: Catalyst prediction with 721,799 reactions and 888 catalyst types from USPTO. Task: Predict which catalyst facilitates the given reaction. (1) Reactant: CC1(C)C2C(=C(P(C3C=CC=CC=3)C3C=CC=CC=3)C=CC=2)OC2C(P(C3C=CC=CC=3)C3C=CC=CC=3)=CC=CC1=2.Cl[C:44]1[C:49]([N+:50]([O-:52])=[O:51])=[CH:48][CH:47]=[C:46]([C:53]([F:56])([F:55])[F:54])[N:45]=1.[CH3:57][C:58]1[CH:62]=[C:61]([NH2:63])[O:60][N:59]=1. Product: [CH3:57][C:58]1[CH:62]=[C:61]([NH:63][C:44]2[C:49]([N+:50]([O-:52])=[O:51])=[CH:48][CH:47]=[C:46]([C:53]([F:56])([F:55])[F:54])[N:45]=2)[O:60][N:59]=1. The catalyst class is: 160. (2) Reactant: [Li]CCCC.C(NC(C)C)(C)C.[Cl:13][C:14]1[CH:19]=[CH:18][CH:17]=[C:16]([Cl:20])[N:15]=1.CN([CH:24]=[O:25])C.[NH4+].[Cl-]. Product: [Cl:13][C:14]1[C:19]([CH:24]=[O:25])=[CH:18][CH:17]=[C:16]([Cl:20])[N:15]=1. The catalyst class is: 1. (3) Reactant: C([Li])CCC.[N:6]1([CH:11]2[CH2:16][CH2:15][N:14]([CH2:17][C:18]3[C:19]([O:30][CH3:31])=[N:20][C:21]4[C:26]([C:27]=3[Cl:28])=[CH:25][C:24](Br)=[CH:23][CH:22]=4)[CH2:13][CH2:12]2)[CH:10]=[CH:9][CH:8]=[N:7]1.[CH3:32][N:33]1[C:37]([CH:38]=[O:39])=[CH:36][N:35]=[C:34]1[CH3:40]. Product: [N:6]1([CH:11]2[CH2:16][CH2:15][N:14]([CH2:17][C:18]3[C:19]([O:30][CH3:31])=[N:20][C:21]4[C:26]([C:27]=3[Cl:28])=[CH:25][C:24]([CH:38]([C:37]3[N:33]([CH3:32])[C:34]([CH3:40])=[N:35][CH:36]=3)[OH:39])=[CH:23][CH:22]=4)[CH2:13][CH2:12]2)[CH:10]=[CH:9][CH:8]=[N:7]1. The catalyst class is: 1. (4) Reactant: [S:1]1[CH2:5][C:4](=[O:6])[NH:3][C:2]1=[O:7].C([Li])CCC.Br[CH2:14][CH2:15][O:16][C:17]1[CH:22]=[CH:21][C:20]([F:23])=[CH:19][CH:18]=1.Cl. Product: [F:23][C:20]1[CH:21]=[CH:22][C:17]([O:16][CH2:15][CH2:14][CH:5]2[S:1][C:2](=[O:7])[NH:3][C:4]2=[O:6])=[CH:18][CH:19]=1. The catalyst class is: 7. (5) The catalyst class is: 2. Reactant: C(OC([N:8]1[CH2:13][CH2:12][CH:11]([NH:14][C:15](=[O:31])[C:16]2[CH:21]=[CH:20][CH:19]=[C:18]([O:22][C:23]([C:26]([O:28][CH2:29][CH3:30])=[O:27])([CH3:25])[CH3:24])[CH:17]=2)[CH2:10][CH2:9]1)=O)(C)(C)C.C(O)(C(F)(F)F)=O. Product: [CH2:29]([O:28][C:26](=[O:27])[C:23]([CH3:25])([O:22][C:18]1[CH:19]=[CH:20][CH:21]=[C:16]([C:15](=[O:31])[NH:14][CH:11]2[CH2:10][CH2:9][NH:8][CH2:13][CH2:12]2)[CH:17]=1)[CH3:24])[CH3:30]. (6) Reactant: [Cl:1][C:2]1[C:3]([N:10]2[CH2:15][CH2:14][C@@H:13]([O:16][C:17]3[CH:22]=[CH:21][C:20]([N:23]4[C@@H:27]([CH2:28][C:29]([O-:31])=[O:30])[C@H:26]([CH3:32])[C:25]([C:33]([F:36])([F:35])[F:34])=[N:24]4)=[CH:19][CH:18]=3)[C@H:12]([CH3:37])[CH2:11]2)=[CH:4][C:5]([O:8][CH3:9])=[N:6][CH:7]=1.O[C:39]1C=CC(N2[C@@H](CC(OC)=O)[C@H](C)C(C(F)(F)F)=N2)=CC=1.ClC1C(N2CC[C@H](O)[C@H](C)C2)=CC(OC)=NC=1.C(P(CCCC)CCCC)CCC.N(/C(N1CCCCC1)=O)=N\C(N1CCCCC1)=O. Product: [Cl:1][C:2]1[C:3]([N:10]2[CH2:15][CH2:14][C@@H:13]([O:16][C:17]3[CH:18]=[CH:19][C:20]([N:23]4[C@@H:27]([CH2:28][C:29]([O:31][CH3:39])=[O:30])[C@H:26]([CH3:32])[C:25]([C:33]([F:36])([F:34])[F:35])=[N:24]4)=[CH:21][CH:22]=3)[C@H:12]([CH3:37])[CH2:11]2)=[CH:4][C:5]([O:8][CH3:9])=[N:6][CH:7]=1. The catalyst class is: 11. (7) Reactant: [C:1]([O:5][C:6]([N:8]1[C:16]2[C:11](=[CH:12][C:13]([NH:17][C:18]([CH:20]3[CH2:24][CH2:23][N:22]([CH2:25][C:26](=[O:45])[N:27]4[CH2:32][CH2:31][N:30]([C:33]5[CH:38]=[CH:37][C:36]([C:39]6[N:44]=[CH:43][CH:42]=[CH:41][N:40]=6)=[CH:35][CH:34]=5)[CH2:29][CH2:28]4)[CH2:21]3)=[O:19])=[CH:14][CH:15]=2)[C:10]([NH2:46])=[N:9]1)=[O:7])([CH3:4])([CH3:3])[CH3:2].[C:47](Cl)(=[O:49])[CH3:48]. Product: [C:1]([O:5][C:6]([N:8]1[C:16]2[C:11](=[CH:12][C:13]([NH:17][C:18]([CH:20]3[CH2:24][CH2:23][N:22]([CH2:25][C:26](=[O:45])[N:27]4[CH2:28][CH2:29][N:30]([C:33]5[CH:34]=[CH:35][C:36]([C:39]6[N:40]=[CH:41][CH:42]=[CH:43][N:44]=6)=[CH:37][CH:38]=5)[CH2:31][CH2:32]4)[CH2:21]3)=[O:19])=[CH:14][CH:15]=2)[C:10]([NH:46][C:47](=[O:49])[CH3:48])=[N:9]1)=[O:7])([CH3:4])([CH3:2])[CH3:3]. The catalyst class is: 202. (8) Reactant: [C:1]1([C:7]2[CH:15]=[C:14]3[C:10]([CH2:11][C:12](=[O:16])[NH:13]3)=[CH:9][CH:8]=2)[CH:6]=[CH:5][CH:4]=[CH:3][CH:2]=1.C(O[CH:22](OC(C)(C)C)[N:23]([CH3:25])[CH3:24])(C)(C)C. Product: [CH3:22][N:23]([CH:25]=[C:11]1[C:10]2[C:14](=[CH:15][C:7]([C:1]3[CH:2]=[CH:3][CH:4]=[CH:5][CH:6]=3)=[CH:8][CH:9]=2)[NH:13][C:12]1=[O:16])[CH3:24]. The catalyst class is: 3. (9) Reactant: [C:1]([C:3]1[CH:8]=[CH:7][C:6]([OH:9])=[CH:5][CH:4]=1)#[N:2].[H-].[Na+].Cl[C:13]1[CH:18]=[C:17](Cl)[CH:16]=[CH:15][C:14]=1[N+:20]([O-:22])=[O:21]. Product: [C:1]([C:3]1[CH:8]=[CH:7][C:6]([O:9][C:13]2[CH:18]=[C:17]([O:9][C:6]3[CH:7]=[CH:8][C:3]([C:1]#[N:2])=[CH:4][CH:5]=3)[CH:16]=[CH:15][C:14]=2[N+:20]([O-:22])=[O:21])=[CH:5][CH:4]=1)#[N:2]. The catalyst class is: 3.